Predict the reaction yield, written as a fraction of the theoretical maximum amount of product (1.0 means a 100% yield; for example, 0.34 means a 34% yield). From a dataset of Reaction yield outcomes from USPTO patents with 853,638 reactions. (1) The reactants are [C-:1]#[N:2].C[Mg+].[Br-].[CH2:6]1[CH2:10]O[CH2:8][CH2:7]1. The catalyst is CCOCC. The product is [N:2]1([N:2]2[CH2:1][CH2:10][CH2:6][CH2:7][CH2:8]2)[CH2:1][CH2:10][CH2:6][CH2:7][CH2:8]1. The yield is 0.790. (2) The reactants are [Cl:1][C:2]1[CH:7]=[CH:6][CH:5]=[CH:4][C:3]=1[C:8]1[C:9]([C:22]2[CH:27]=[CH:26][C:25]([Cl:28])=[CH:24][CH:23]=2)=[CH:10][C:11]2[N:12]([C:14]([C:17](OCC)=[O:18])=[N:15][N:16]=2)[N:13]=1.[F:29][C:30]([F:40])([F:39])[C:31]1[CH:36]=[CH:35][C:34]([CH2:37][NH2:38])=[CH:33][CH:32]=1. The catalyst is CO. The product is [Cl:1][C:2]1[CH:7]=[CH:6][CH:5]=[CH:4][C:3]=1[C:8]1[C:9]([C:22]2[CH:27]=[CH:26][C:25]([Cl:28])=[CH:24][CH:23]=2)=[CH:10][C:11]2[N:12]([C:14]([C:17]([NH:38][CH2:37][C:34]3[CH:33]=[CH:32][C:31]([C:30]([F:29])([F:39])[F:40])=[CH:36][CH:35]=3)=[O:18])=[N:15][N:16]=2)[N:13]=1. The yield is 0.410. (3) The reactants are [CH:1]1([CH:9]([OH:11])[CH3:10])[CH2:8][CH2:7][CH2:6][CH2:5][CH2:4][CH:3]=[CH:2]1.[Cr](Cl)([O-])(=O)=O.[NH+]1C=CC=CC=1. The catalyst is ClCCl. The product is [CH:1]1([C:9](=[O:11])[CH3:10])[CH2:8][CH2:7][CH2:6][CH2:5][CH2:4][CH:3]=[CH:2]1. The yield is 0.550. (4) The reactants are [C:1]([O:5][C:6]([N:8]1[CH2:11][CH:10]([C:12]([OH:14])=O)[CH2:9]1)=[O:7])([CH3:4])([CH3:3])[CH3:2].Cl.[CH3:16][O:17][C:18](=[O:22])[CH2:19][CH2:20][NH2:21].C(N(C(C)C)CC)(C)C.CCN=C=NCCCN(C)C.CN(C1C=CC=CN=1)C. The catalyst is ClCCl.C1COCC1. The product is [C:1]([O:5][C:6]([N:8]1[CH2:9][CH:10]([C:12](=[O:14])[NH:21][CH2:20][CH2:19][C:18]([O:17][CH3:16])=[O:22])[CH2:11]1)=[O:7])([CH3:2])([CH3:3])[CH3:4]. The yield is 0.970. (5) The reactants are C([O:3][C:4](=O)[NH:5][CH2:6][CH2:7][C:8]1[S:9][C:10]([Br:13])=[CH:11][CH:12]=1)C.O=P12OP3(OP(OP(O3)(O1)=O)(=O)O2)=O. The catalyst is O=P(Cl)(Cl)Cl. The product is [Br:13][C:10]1[S:9][C:8]2[CH2:7][CH2:6][NH:5][C:4](=[O:3])[C:12]=2[CH:11]=1. The yield is 0.376.